Task: Predict which catalyst facilitates the given reaction.. Dataset: Catalyst prediction with 721,799 reactions and 888 catalyst types from USPTO (1) The catalyst class is: 8. Product: [NH2:3][C:4]1[NH:8][N:7]=[C:6]([O:9][CH2:10][CH2:11][OH:12])[CH:5]=1. Reactant: [OH-].[Na+].[NH2:3][C:4]1[NH:8][N:7]=[C:6]([O:9][CH2:10][CH2:11][OH:12])[C:5]=1C(OCC)=O. (2) Reactant: [C:1]([O:4][C@@H:5]1[C@@H:13]([C@@:14]2([CH3:44])[CH2:19][CH2:18][C@H:17]([O:20][C:21](=[O:23])[CH3:22])[CH2:16][C@@H:15]2[CH2:24][CH2:25][O:26][Si](C(C)(C)C)(C2C=CC=CC=2)C2C=CC=CC=2)[CH2:12][CH2:11][C@@:10]2([CH3:45])[C@H:6]1[CH2:7][CH2:8][C:9]2=[CH2:46])(=[O:3])[CH3:2].CCCC[N+](CCCC)(CCCC)CCCC.[F-].C([O-])(O)=O.[Na+]. Product: [C:1]([O:4][C@@H:5]1[C@@H:13]([C@@:14]2([CH3:44])[CH2:19][CH2:18][C@H:17]([O:20][C:21](=[O:23])[CH3:22])[CH2:16][C@@H:15]2[CH2:24][CH2:25][OH:26])[CH2:12][CH2:11][C@@:10]2([CH3:45])[C@H:6]1[CH2:7][CH2:8][C:9]2=[CH2:46])(=[O:3])[CH3:2]. The catalyst class is: 1.